From a dataset of Full USPTO retrosynthesis dataset with 1.9M reactions from patents (1976-2016). Predict the reactants needed to synthesize the given product. (1) Given the product [NH2:21][C:17]1[O:18][CH2:19][CH2:20][C@:15]2([C:4]3[C:5](=[N:6][CH:7]=[C:2]([Br:1])[CH:3]=3)[O:8][C:9]3[C:14]2=[CH:13][C:12]([NH:22][C:28](=[O:29])[C:27]2[CH:31]=[CH:32][C:24]([Cl:23])=[CH:25][C:26]=2[F:33])=[CH:11][CH:10]=3)[N:16]=1, predict the reactants needed to synthesize it. The reactants are: [Br:1][C:2]1[CH:3]=[C:4]2[C@:15]3([CH2:20][CH2:19][O:18][C:17]([NH2:21])=[N:16]3)[C:14]3[C:9](=[CH:10][CH:11]=[C:12]([NH2:22])[CH:13]=3)[O:8][C:5]2=[N:6][CH:7]=1.[Cl:23][C:24]1[CH:32]=[CH:31][C:27]([C:28](O)=[O:29])=[C:26]([F:33])[CH:25]=1.O.[Cl-].COC1N=C(OC)N=C([N+]2(C)CCOCC2)N=1.C(N(C(C)C)C(C)C)C. (2) Given the product [CH3:1][O:2][C:3](=[O:31])[C:4]1[CH:9]=[CH:8][C:7]([CH2:10][CH2:11][C:12](=[O:30])[C:13]2[C:14]([NH:23][C:24]3[CH:25]=[CH:26][CH:27]=[CH:28][CH:29]=3)=[N:15][C:16]([C:19]([F:21])([F:22])[F:20])=[CH:17][CH:18]=2)=[CH:6][CH:5]=1, predict the reactants needed to synthesize it. The reactants are: [CH3:1][O:2][C:3](=[O:31])[C:4]1[CH:9]=[CH:8][C:7](/[CH:10]=[CH:11]/[C:12](=[O:30])[C:13]2[C:14]([NH:23][C:24]3[CH:29]=[CH:28][CH:27]=[CH:26][CH:25]=3)=[N:15][C:16]([C:19]([F:22])([F:21])[F:20])=[CH:17][CH:18]=2)=[CH:6][CH:5]=1.[H][H].